This data is from Reaction yield outcomes from USPTO patents with 853,638 reactions. The task is: Predict the reaction yield, written as a fraction of the theoretical maximum amount of product (1.0 means a 100% yield; for example, 0.34 means a 34% yield). (1) The reactants are [C:1]1([C:7]2[O:8][C:9]3[CH:15]=[CH:14][C:13]([C:16]([OH:18])=O)=[CH:12][C:10]=3[CH:11]=2)[CH:6]=[CH:5][CH:4]=[CH:3][CH:2]=1.[C:19]1([S:29]([NH2:32])(=[O:31])=[O:30])[C:20]([S:25]([NH2:28])(=[O:27])=[O:26])=[CH:21][CH:22]=[CH:23][CH:24]=1.C(Cl)CCl. The product is [C:1]1([C:7]2[O:8][C:9]3[CH:15]=[CH:14][C:13]([C:16]([NH:32][S:29]([C:19]4[CH:24]=[CH:23][CH:22]=[CH:21][C:20]=4[S:25](=[O:27])(=[O:26])[NH2:28])(=[O:31])=[O:30])=[O:18])=[CH:12][C:10]=3[CH:11]=2)[CH:2]=[CH:3][CH:4]=[CH:5][CH:6]=1. The catalyst is CN(C1C=CN=CC=1)C. The yield is 0.160. (2) The catalyst is CO.[Pd]. The product is [CH3:1][O:2][C:3]1[CH:4]=[C:5]2[C:10](=[CH:11][C:12]=1[O:13][CH3:14])[N:9]=[CH:8][CH:7]=[C:6]2[O:15][C:16]1[CH:17]=[CH:18][C:19]([NH:22][C:23]([C:25]2([C:36]([NH:38][C:39]3[CH:40]=[CH:41][C:42]([F:45])=[CH:43][CH:44]=3)=[O:37])[CH2:26][NH:27][CH2:28]2)=[O:24])=[CH:20][CH:21]=1. The reactants are [CH3:1][O:2][C:3]1[CH:4]=[C:5]2[C:10](=[CH:11][C:12]=1[O:13][CH3:14])[N:9]=[CH:8][CH:7]=[C:6]2[O:15][C:16]1[CH:21]=[CH:20][C:19]([NH:22][C:23]([C:25]2([C:36]([NH:38][C:39]3[CH:44]=[CH:43][C:42]([F:45])=[CH:41][CH:40]=3)=[O:37])[CH2:28][N:27](CC3C=CC=CC=3)[CH2:26]2)=[O:24])=[CH:18][CH:17]=1.C(O)(=O)C. The yield is 0.320. (3) The reactants are CN(C)/[CH:3]=[CH:4]/[C:5]([C:7]1[N:11]([CH:12]([CH3:14])[CH3:13])[C:10]([CH3:15])=[N:9][CH:8]=1)=O.C(=O)(O)O.[NH2:21][C:22]([NH2:24])=[NH:23].CCOCC. The catalyst is COCCO.C(Cl)Cl. The product is [CH:12]([N:11]1[C:7]([C:5]2[CH:4]=[CH:3][N:21]=[C:22]([NH2:24])[N:23]=2)=[CH:8][N:9]=[C:10]1[CH3:15])([CH3:14])[CH3:13]. The yield is 0.810. (4) The reactants are [CH2:1]([N:8]1[C:16]2[C:11](=CC=C(C=C)C=2)[CH:10]=[N:9]1)[C:2]1[CH:7]=[CH:6][CH:5]=[CH:4][CH:3]=1.O.[C:20]([OH:32])(=O)[CH2:21][C:22]([CH2:27][C:28](O)=O)([C:24](O)=O)O.C[N+]1([O-])CC[O:37]CC1. The catalyst is CC(O)(C)C.C(O)C. The product is [CH2:1]([N:8]1[C:16]2[C:11](=[CH:28][CH:27]=[C:22]([CH:21]([OH:37])[CH2:20][OH:32])[CH:24]=2)[CH:10]=[N:9]1)[C:2]1[CH:7]=[CH:6][CH:5]=[CH:4][CH:3]=1. The yield is 0.920. (5) The reactants are C(OC(=O)[N:7]([C:19]1[CH:24]=[CH:23][C:22]([CH:25]([C:27]2[C:35]3[C:30](=[N:31][CH:32]=[C:33]([O:36][CH3:37])[CH:34]=3)[N:29]([S:38]([C:41]3[CH:46]=[CH:45][CH:44]=[CH:43][CH:42]=3)(=[O:40])=[O:39])[CH:28]=2)O)=[C:21]([F:47])[N:20]=1)[CH2:8][C:9]1[CH:10]=[N:11][C:12]([C:15]([F:18])([F:17])[F:16])=[CH:13][CH:14]=1)(C)(C)C.C([SiH](CC)CC)C.FC(F)(F)C(O)=O.C(=O)([O-])[O-].[K+].[K+]. The catalyst is C(#N)C. The product is [C:41]1([S:38]([N:29]2[C:30]3=[N:31][CH:32]=[C:33]([O:36][CH3:37])[CH:34]=[C:35]3[C:27]([CH2:25][C:22]3[CH:23]=[CH:24][C:19]([NH:7][CH2:8][C:9]4[CH:10]=[N:11][C:12]([C:15]([F:16])([F:17])[F:18])=[CH:13][CH:14]=4)=[N:20][C:21]=3[F:47])=[CH:28]2)(=[O:39])=[O:40])[CH:42]=[CH:43][CH:44]=[CH:45][CH:46]=1. The yield is 1.00. (6) The reactants are [Cl:1][C:2]1[CH:9]=[CH:8][C:5](CBr)=[CH:4][CH:3]=1.[Cl:10][C:11]1[CH:19]=[CH:18][C:14](C(Cl)=O)=[CH:13][CH:12]=1.[CH2:20]([CH2:23][O:24]C)OC. The catalyst is Cl[Pd](Cl)([P](C1C=CC=CC=1)(C1C=CC=CC=1)C1C=CC=CC=1)[P](C1C=CC=CC=1)(C1C=CC=CC=1)C1C=CC=CC=1.[Zn]. The product is [Cl:10][C:11]1[CH:19]=[CH:18][CH:14]=[CH:13][C:12]=1[CH2:20][C:23]([C:5]1[CH:4]=[CH:3][C:2]([Cl:1])=[CH:9][CH:8]=1)=[O:24]. The yield is 0.910.